Dataset: Forward reaction prediction with 1.9M reactions from USPTO patents (1976-2016). Task: Predict the product of the given reaction. (1) Given the reactants [ClH:1].Cl.C(N(CC)CCNC([C:11]1[C:24]2[C:15](=[C:16]([NH:25][C:26]3[CH:31]=[CH:30][C:29]([NH:32][S:33]([CH3:36])(=[O:35])=[O:34])=[CH:28][C:27]=3[O:37][CH3:38])[C:17]3[C:22]([N:23]=2)=[CH:21][CH:20]=[CH:19][CH:18]=3)[CH:14]=[C:13](I)[CH:12]=1)=O)C.[Cl:42]C1C2C(N=C3C=1C=CC=C3[C:57]([NH:59][CH2:60][CH2:61][N:62]([CH2:65][CH3:66])[CH2:63][CH3:64])=[O:58])=CC=CC=2.[I:67]C1C(NS(C)(=O)=O)=CC(OC)=C(C=1)N.[K+].[Br-].IC1C=CC2N=C(C(OCC)=O)NC=2C=1.C(N(CC)CCNC(C1NC2C=C(I)C=CC=2N=1)=O)C.IC1C=CC=C2C=1C(=O)C1C=CC=C(C(O)=O)C=1N2.IC1C=C2C(=CC=1)C(=O)C1C=CC=C(C(O)=O)C=1N2.CC1C=NC2C(=CC=C([N+]([O-])=O)C=2)N=1.IC1C=C2C(=CC=1)N=C(C)C=C2.IC1C=CC=C2C=1N=C1C(=C2)C=CC=C1C(OC)=O.IC1C=CC2N(C=C(C(OCC)=O)N=2)C=1, predict the reaction product. The product is: [ClH:42].[ClH:1].[CH2:63]([N:62]([CH2:65][CH3:66])[CH2:61][CH2:60][NH:59][C:57]([C:11]1[C:24]2[C:15](=[C:16]([NH:25][C:26]3[CH:31]=[C:30]([I:67])[C:29]([NH:32][S:33]([CH3:36])(=[O:34])=[O:35])=[CH:28][C:27]=3[O:37][CH3:38])[C:17]3[C:22]([N:23]=2)=[CH:21][CH:20]=[CH:19][CH:18]=3)[CH:14]=[CH:13][CH:12]=1)=[O:58])[CH3:64]. (2) Given the reactants [Si:1]([O:8][C@H:9]([C:27]1[CH:32]=[CH:31][C:30]([OH:33])=[C:29]([CH2:34][OH:35])[CH:28]=1)[CH2:10][NH:11][C@H:12]([CH3:26])[CH2:13][C:14]1[CH:15]=[C:16]2[C:20](=[CH:21][CH:22]=1)[NH:19][C:18]([C:23]([OH:25])=O)=[CH:17]2)([C:4]([CH3:7])([CH3:6])[CH3:5])([CH3:3])[CH3:2].Cl.CN(C)CCCN=C=NCC.OC1C2N=NNC=2C=CC=1.C(N(CC)CC)C.[CH3:65][O:66][C:67]1[CH:74]=[CH:73][CH:72]=[CH:71][C:68]=1[CH2:69][NH2:70], predict the reaction product. The product is: [Si:1]([O:8][C@H:9]([C:27]1[CH:32]=[CH:31][C:30]([OH:33])=[C:29]([CH2:34][OH:35])[CH:28]=1)[CH2:10][NH:11][C@H:12]([CH3:26])[CH2:13][C:14]1[CH:15]=[C:16]2[C:20](=[CH:21][CH:22]=1)[NH:19][C:18]([C:23]([NH:70][CH2:69][C:68]1[CH:71]=[CH:72][CH:73]=[CH:74][C:67]=1[O:66][CH3:65])=[O:25])=[CH:17]2)([C:4]([CH3:7])([CH3:6])[CH3:5])([CH3:2])[CH3:3]. (3) Given the reactants [NH2:1][C:2]1[CH:9]=[CH:8][C:5]([C:6]#[N:7])=[C:4]([Cl:10])[CH:3]=1.C(N(CC)C(C)C)(C)C.[CH3:20][S:21](Cl)(=[O:23])=[O:22], predict the reaction product. The product is: [Cl:10][C:4]1[CH:3]=[C:2]([NH:1][S:21]([CH3:20])(=[O:23])=[O:22])[CH:9]=[CH:8][C:5]=1[C:6]#[N:7].